Dataset: Forward reaction prediction with 1.9M reactions from USPTO patents (1976-2016). Task: Predict the product of the given reaction. (1) Given the reactants Br[C:2]1[S:6][C:5]([C:7]([NH:9][C:10]([CH3:13])([CH3:12])[CH3:11])=[O:8])=[CH:4][CH:3]=1.[CH:14]1([NH:17][C:18](=[O:35])[C:19]2[CH:24]=[CH:23][C:22]([CH3:25])=[C:21](B3OC(C)(C)C(C)(C)O3)[CH:20]=2)[CH2:16][CH2:15]1.[F-].[Cs+].O1CCOCC1, predict the reaction product. The product is: [C:10]([NH:9][C:7]([C:5]1[S:6][C:2]([C:21]2[CH:20]=[C:19]([C:18](=[O:35])[NH:17][CH:14]3[CH2:16][CH2:15]3)[CH:24]=[CH:23][C:22]=2[CH3:25])=[CH:3][CH:4]=1)=[O:8])([CH3:13])([CH3:12])[CH3:11]. (2) Given the reactants [CH3:1][O:2][C:3]1[C:8]2[CH:9]([NH:12][C:13]3[O:14][CH2:15][C:16]4[CH:22]=[C:21]([NH2:23])[CH:20]=[CH:19][C:17]=4[N:18]=3)[CH2:10][O:11][C:7]=2[CH:6]=[CH:5][CH:4]=1.[N:24]1([S:30](Cl)(=[O:32])=[O:31])[CH2:29][CH2:28][CH2:27][CH2:26][CH2:25]1, predict the reaction product. The product is: [CH3:1][O:2][C:3]1[C:8]2[CH:9]([NH:12][C:13]3[O:14][CH2:15][C:16]4[CH:22]=[C:21]([NH:23][S:30]([N:24]5[CH2:29][CH2:28][CH2:27][CH2:26][CH2:25]5)(=[O:32])=[O:31])[CH:20]=[CH:19][C:17]=4[N:18]=3)[CH2:10][O:11][C:7]=2[CH:6]=[CH:5][CH:4]=1. (3) Given the reactants FC(F)(F)S(O[C:7]1[N:12]=[C:11]2[C:13]3[N:20]([CH3:21])[N:19]=[C:18]([C:22](=[O:27])[N:23]([O:25][CH3:26])[CH3:24])[C:14]=3[CH2:15][CH2:16][CH2:17][C:10]2=[CH:9][N:8]=1)(=O)=O.[Br:30][C:31]1[CH:36]=[CH:35][C:34]([SH:37])=[CH:33][CH:32]=1, predict the reaction product. The product is: [Br:30][C:31]1[CH:36]=[CH:35][C:34]([S:37][C:7]2[N:12]=[C:11]3[C:13]4[N:20]([CH3:21])[N:19]=[C:18]([C:22]([N:23]([O:25][CH3:26])[CH3:24])=[O:27])[C:14]=4[CH2:15][CH2:16][CH2:17][C:10]3=[CH:9][N:8]=2)=[CH:33][CH:32]=1. (4) Given the reactants [NH2:1][C:2]1[CH:3]=[C:4]([C:8]([NH:10][C:11]2[CH:20]=[C:19]3[C:14]([CH:15]=[C:16]([S:25]([OH:28])(=[O:27])=[O:26])[CH:17]=[C:18]3[S:21]([OH:24])(=[O:23])=[O:22])=[CH:13][CH:12]=2)=[O:9])[N:5]([CH3:7])[CH:6]=1.O.O1CCOCC1.C([O-])(O)=O.[Na+].[CH3:41][N:42]1[C:50]2[C:45](=[CH:46][C:47]([N+:51]([O-:53])=[O:52])=[CH:48][CH:49]=2)[CH:44]=[C:43]1[C:54](Cl)=[O:55], predict the reaction product. The product is: [CH3:7][N:5]1[CH:6]=[C:2]([NH:1][C:54]([C:43]2[N:42]([CH3:41])[C:50]3[C:45]([CH:44]=2)=[CH:46][C:47]([N+:51]([O-:53])=[O:52])=[CH:48][CH:49]=3)=[O:55])[CH:3]=[C:4]1[C:8]([NH:10][C:11]1[CH:20]=[C:19]2[C:14]([CH:15]=[C:16]([S:25]([OH:28])(=[O:27])=[O:26])[CH:17]=[C:18]2[S:21]([OH:24])(=[O:23])=[O:22])=[CH:13][CH:12]=1)=[O:9]. (5) Given the reactants [CH2:1]([O:3][C:4]([C:6](=O)[NH:7][CH:8]([CH3:10])[CH3:9])=[O:5])[CH3:2].S(Cl)(Cl)=O.[Cl:16][C:17]1[CH:22]=[CH:21][C:20]([S:23]([NH:26][C:27]2[C:28]([C:34]([NH:36][NH2:37])=O)=[N:29][CH:30]=[C:31]([Cl:33])[CH:32]=2)(=[O:25])=[O:24])=[CH:19][C:18]=1[C:38]([F:41])([F:40])[F:39], predict the reaction product. The product is: [Cl:16][C:17]1[CH:22]=[CH:21][C:20]([S:23]([NH:26][C:27]2[C:28]([C:34]3[N:7]([CH:8]([CH3:10])[CH3:9])[C:6]([C:4]([O:3][CH2:1][CH3:2])=[O:5])=[N:37][N:36]=3)=[N:29][CH:30]=[C:31]([Cl:33])[CH:32]=2)(=[O:24])=[O:25])=[CH:19][C:18]=1[C:38]([F:39])([F:41])[F:40].